This data is from Forward reaction prediction with 1.9M reactions from USPTO patents (1976-2016). The task is: Predict the product of the given reaction. Given the reactants [F:1][C:2]([F:15])([F:14])[C:3]1[CH:4]=[C:5]([CH:7]=[C:8]([C:10]([F:13])([F:12])[F:11])[CH:9]=1)[NH2:6].C(N(CC)CC)C.[Cl-].ClC1N(C)CC[NH+]1C.[CH3:32][O:33][C:34]1[C:35](=[O:58])[C:36]([CH3:57])=[C:37]([CH2:43][C:44]2[CH:45]=[CH:46][C:47]([O:53][C:54](=[O:56])[CH3:55])=[C:48]([CH:52]=2)[C:49](O)=[O:50])[C:38](=[O:42])[C:39]=1[O:40][CH3:41], predict the reaction product. The product is: [CH3:32][O:33][C:34]1[C:35](=[O:58])[C:36]([CH3:57])=[C:37]([CH2:43][C:44]2[CH:45]=[CH:46][C:47]([O:53][C:54](=[O:56])[CH3:55])=[C:48]([CH:52]=2)[C:49]([NH:6][C:5]2[CH:4]=[C:3]([C:2]([F:14])([F:15])[F:1])[CH:9]=[C:8]([C:10]([F:11])([F:12])[F:13])[CH:7]=2)=[O:50])[C:38](=[O:42])[C:39]=1[O:40][CH3:41].